From a dataset of Tyrosyl-DNA phosphodiesterase HTS with 341,365 compounds. Binary Classification. Given a drug SMILES string, predict its activity (active/inactive) in a high-throughput screening assay against a specified biological target. (1) The result is 0 (inactive). The compound is S(=O)(=O)(c1nc(c(N(Cc2ccc(OC)cc2)Cc2occc2)cn1)C(=O)Nc1ccc(F)cc1)C. (2) The molecule is FC(F)(F)c1cc(Nc2n3c(nc2c2cc(O)ccc2)nccc3)ccc1. The result is 0 (inactive).